Dataset: Full USPTO retrosynthesis dataset with 1.9M reactions from patents (1976-2016). Task: Predict the reactants needed to synthesize the given product. (1) Given the product [C:1]([O:4][CH2:5][C:6]1[C:7]([N:21]2[CH2:32][CH2:31][N:30]3[C:23](=[CH:24][C:25]4[CH2:26][C:27]([CH3:34])([CH3:33])[CH2:28][C:29]=43)[C:22]2=[O:35])=[N:8][CH:9]=[CH:10][C:11]=1[C:37]1[CH:38]=[C:39]([NH:45][C:46]2[CH:58]=[C:49]3[CH2:50][N:51]([CH2:54][CH2:55][O:56][CH3:57])[CH2:52][CH2:53][N:48]3[N:47]=2)[C:40](=[O:44])[N:41]([CH3:43])[CH:42]=1)(=[O:3])[CH3:2], predict the reactants needed to synthesize it. The reactants are: [C:1]([O:4][CH2:5][C:6]1[C:7]([N:21]2[CH2:32][CH2:31][N:30]3[C:23](=[CH:24][C:25]4[CH2:26][C:27]([CH3:34])([CH3:33])[CH2:28][C:29]=43)[C:22]2=[O:35])=[N:8][CH:9]=[CH:10][C:11]=1B1OC(C)(C)C(C)(C)O1)(=[O:3])[CH3:2].Br[C:37]1[CH:38]=[C:39]([NH:45][C:46]2[CH:58]=[C:49]3[CH2:50][N:51]([CH2:54][CH2:55][O:56][CH3:57])[CH2:52][CH2:53][N:48]3[N:47]=2)[C:40](=[O:44])[N:41]([CH3:43])[CH:42]=1.[O-]P([O-])([O-])=O.[K+].[K+].[K+].C([O-])(=O)C.[Na+]. (2) The reactants are: [CH:1]1([C:5]2[C:10]([CH:11]3[CH2:13][CH2:12]3)=[CH:9][C:8]([CH2:14][OH:15])=[C:7]([O:16][CH2:17][CH3:18])[CH:6]=2)[CH2:4][CH2:3][CH2:2]1. Given the product [CH:1]1([C:5]2[C:10]([CH:11]3[CH2:12][CH2:13]3)=[CH:9][C:8]([CH:14]=[O:15])=[C:7]([O:16][CH2:17][CH3:18])[CH:6]=2)[CH2:4][CH2:3][CH2:2]1, predict the reactants needed to synthesize it. (3) Given the product [Br:5][C:6]1[N:11]=[CH:10][C:9]2[NH:12][C:1](=[O:2])[N:13]([CH:14]([CH3:16])[CH3:15])[C:8]=2[CH:7]=1, predict the reactants needed to synthesize it. The reactants are: [C:1](Cl)(Cl)=[O:2].[Br:5][C:6]1[N:11]=[CH:10][C:9]([NH2:12])=[C:8]([NH:13][CH:14]([CH3:16])[CH3:15])[CH:7]=1.C(N(CC)CC)C. (4) Given the product [CH:28]1([C@H:23]([NH:22][C:20]([C:19]2[CH:18]=[CH:17][C:16]([C:34]3[CH:39]=[CH:38][C:37]([O:40][CH3:41])=[C:36]([F:42])[CH:35]=3)=[CH:15][C:14]=2[NH:13][C:11]([NH:10][C:3]2[C:2]([CH3:1])=[CH:7][C:6]([CH3:8])=[CH:5][C:4]=2[CH3:9])=[O:12])=[O:21])[C:24]([O:26][CH3:27])=[O:25])[CH2:33][CH2:32][CH2:31][CH2:30][CH2:29]1, predict the reactants needed to synthesize it. The reactants are: [CH3:1][C:2]1[CH:7]=[C:6]([CH3:8])[CH:5]=[C:4]([CH3:9])[C:3]=1[N:10]=[C:11]=[O:12].[NH2:13][C:14]1[CH:15]=[C:16]([C:34]2[CH:39]=[CH:38][C:37]([O:40][CH3:41])=[C:36]([F:42])[CH:35]=2)[CH:17]=[CH:18][C:19]=1[C:20]([NH:22][C@@H:23]([CH:28]1[CH2:33][CH2:32][CH2:31][CH2:30][CH2:29]1)[C:24]([O:26][CH3:27])=[O:25])=[O:21].CCCCCC.C(OCC)(=O)C. (5) Given the product [NH2:1][C:2]1[CH:7]=[CH:6][CH:5]=[CH:4][C:3]=1[NH:8][C:9](=[O:17])[C:10]1[CH:15]=[CH:14][C:13]([NH:18][CH2:19][CH2:20][CH2:21][CH2:22][CH2:23][CH2:24][NH2:25])=[N:12][CH:11]=1, predict the reactants needed to synthesize it. The reactants are: [NH2:1][C:2]1[CH:7]=[CH:6][CH:5]=[CH:4][C:3]=1[NH:8][C:9](=[O:17])[C:10]1[CH:15]=[CH:14][C:13](Cl)=[N:12][CH:11]=1.[NH2:18][CH2:19][CH2:20][CH2:21][CH2:22][CH2:23][CH2:24][NH2:25]. (6) Given the product [CH2:21]([O:23][C:24](=[O:30])/[CH:25]=[CH:26]/[C:27]([N:7]1[C:6]2[CH:5]=[CH:4][CH:3]=[C:2]([Br:1])[C:11]=2[O:10][CH:9]([CH:12]([CH3:14])[CH3:13])[CH2:8]1)=[O:28])[CH3:22], predict the reactants needed to synthesize it. The reactants are: [Br:1][C:2]1[C:11]2[O:10][CH:9]([CH:12]([CH3:14])[CH3:13])[CH2:8][NH:7][C:6]=2[CH:5]=[CH:4][CH:3]=1.N1C=CC=CC=1.[CH2:21]([O:23][C:24](=[O:30])/[CH:25]=[CH:26]/[C:27](Cl)=[O:28])[CH3:22].O. (7) Given the product [CH3:1][O:2][C:3]1[CH:8]=[C:7]([CH:9]2[CH2:14][CH2:13][N:12]([C:63](=[O:64])[CH2:62][C:60]#[N:61])[CH2:11][CH2:10]2)[CH:6]=[CH:5][C:4]=1[N:15]([CH3:26])[C:16]1[N:21]=[CH:20][C:19]2[N:22]=[CH:23][N:24]([CH3:25])[C:18]=2[CH:17]=1, predict the reactants needed to synthesize it. The reactants are: [CH3:1][O:2][C:3]1[CH:8]=[C:7]([CH:9]2[CH2:14][CH2:13][NH:12][CH2:11][CH2:10]2)[CH:6]=[CH:5][C:4]=1[N:15]([CH3:26])[C:16]1[N:21]=[CH:20][C:19]2[N:22]=[CH:23][N:24]([CH3:25])[C:18]=2[CH:17]=1.F[P-](F)(F)(F)(F)F.N1(OC(N(C)C)=[N+](C)C)C2N=CC=CC=2N=N1.C(N(C(C)C)CC)(C)C.[C:60]([CH2:62][C:63](O)=[O:64])#[N:61]. (8) Given the product [Cl:1][C:2]1[CH:3]=[C:4]([O:13][CH2:23][CH:22]=[C:21]([Cl:25])[Cl:20])[CH:5]=[C:6]([CH3:12])[C:7]=1[O:8][CH2:9][O:10][CH3:11], predict the reactants needed to synthesize it. The reactants are: [Cl:1][C:2]1[CH:3]=[C:4]([OH:13])[CH:5]=[C:6]([CH3:12])[C:7]=1[O:8][CH2:9][O:10][CH3:11].C(=O)([O-])[O-].[K+].[K+].[Cl:20][C:21]([Cl:25])=[CH:22][CH2:23]Cl.